Dataset: Full USPTO retrosynthesis dataset with 1.9M reactions from patents (1976-2016). Task: Predict the reactants needed to synthesize the given product. (1) Given the product [C:13]1([CH2:9][CH2:10][C:11]#[C:12][C:2]2[CH:8]=[CH:7][C:5]([NH2:6])=[CH:4][CH:3]=2)[CH:14]=[CH:15][CH:16]=[CH:17][CH:18]=1, predict the reactants needed to synthesize it. The reactants are: I[C:2]1[CH:8]=[CH:7][C:5]([NH2:6])=[CH:4][CH:3]=1.[C:9]([C:13]1[CH:14]=[CH:15][CH:16]=[CH:17][CH:18]=1)#[C:10][CH2:11][CH3:12].C(N(C(C)C)CC)(C)C. (2) Given the product [Br:1][C:2]1[CH:3]=[C:4]([CH2:12][CH2:13][CH2:14][N:16]2[CH2:21][CH2:20][O:19][CH2:18][CH2:17]2)[N:5]2[C:10]=1[C:9]([NH2:11])=[N:8][CH:7]=[N:6]2, predict the reactants needed to synthesize it. The reactants are: [Br:1][C:2]1[CH:3]=[C:4]([CH2:12][CH2:13][CH2:14]Br)[N:5]2[C:10]=1[C:9]([NH2:11])=[N:8][CH:7]=[N:6]2.[NH:16]1[CH2:21][CH2:20][O:19][CH2:18][CH2:17]1.C(N(CC)CC)C.[I-].[Na+]. (3) Given the product [CH2:10]([N:3]1[C:2]([CH3:1])=[C:6]([CH3:7])[S:5]/[C:4]/1=[N:8]\[C:24]([C:14]12[CH2:23][CH:18]3[CH2:17][CH:16]([CH2:22][CH:20]([CH2:19]3)[CH2:21]1)[CH2:15]2)=[O:25])[CH2:11][CH:12]=[CH2:13], predict the reactants needed to synthesize it. The reactants are: [CH3:1][C:2]1[N:3]=[C:4]([NH2:8])[S:5][C:6]=1[CH3:7].Br[CH2:10][CH2:11][CH:12]=[CH2:13].[C:14]12([C:24](O)=[O:25])[CH2:23][CH:18]3[CH2:19][CH:20]([CH2:22][CH:16]([CH2:17]3)[CH2:15]1)[CH2:21]2. (4) Given the product [CH3:1][C:2]1[CH:6]=[CH:5][S:4][C:3]=1[CH2:7][NH:8][C:10]1[S:9][CH2:15][C:13](=[O:14])[N:12]=1, predict the reactants needed to synthesize it. The reactants are: [CH3:1][C:2]1[CH:6]=[CH:5][S:4][C:3]=1[CH2:7][NH2:8].[S:9]1[CH2:15][C:13](=[O:14])[NH:12][C:10]1=S.CCN(C(C)C)C(C)C. (5) The reactants are: C([N:4]1[CH:12]=[C:11]2[C:6]([CH:7]=[CH:8][CH:9]=[C:10]2[Br:13])=[N:5]1)(=O)C. Given the product [Br:13][C:10]1[CH:9]=[CH:8][CH:7]=[C:6]2[C:11]=1[CH:12]=[N:4][NH:5]2, predict the reactants needed to synthesize it. (6) Given the product [NH2:1][C:2]1[C:7]([C:8]([NH2:17])=[O:9])=[C:6]([Cl:11])[N:5]=[CH:4][N:3]=1, predict the reactants needed to synthesize it. The reactants are: [NH2:1][C:2]1[C:7]([C:8](O)=[O:9])=[C:6]([Cl:11])[N:5]=[CH:4][N:3]=1.O=S(Cl)Cl.[OH-].[NH4+:17].